Dataset: Catalyst prediction with 721,799 reactions and 888 catalyst types from USPTO. Task: Predict which catalyst facilitates the given reaction. (1) Reactant: [CH3:1][O:2][CH2:3][CH2:4][N:5]1[C:13]2[C:8](=[CH:9][CH:10]=[CH:11][C:12]=2[O:14][C:15]([F:18])([F:17])[F:16])[CH:7]=[C:6]1[C:19](O)=[O:20].Cl.CN(C)CCCN=C=NCC.C(N(CC)CC)C.Cl.[Cl:42][C:43]1[CH:60]=[CH:59][C:46]([CH2:47][N:48]2[C:56](=[O:57])[C:55]3[C:50](=[CH:51][CH:52]=[CH:53][CH:54]=3)[C:49]2=[O:58])=[CH:45][C:44]=1[CH:61]1[CH2:66][CH2:65][NH:64][CH2:63][CH2:62]1. Product: [Cl:42][C:43]1[CH:60]=[CH:59][C:46]([CH2:47][N:48]2[C:56](=[O:57])[C:55]3[C:50](=[CH:51][CH:52]=[CH:53][CH:54]=3)[C:49]2=[O:58])=[CH:45][C:44]=1[CH:61]1[CH2:66][CH2:65][N:64]([C:19]([C:6]2[N:5]([CH2:4][CH2:3][O:2][CH3:1])[C:13]3[C:8]([CH:7]=2)=[CH:9][CH:10]=[CH:11][C:12]=3[O:14][C:15]([F:17])([F:18])[F:16])=[O:20])[CH2:63][CH2:62]1. The catalyst class is: 118. (2) Reactant: C(N(CC)CC)C.[O:8]=[C:9]1[C:18]2[C:13](=[CH:14][CH:15]=[CH:16][CH:17]=2)[C:12](=O)[CH:11]=[C:10]1[O:20][CH2:21][C:22]([O:24][C:25]([CH3:28])([CH3:27])[CH3:26])=[O:23].[S:29]1[CH:33]=[CH:32][CH:31]=[C:30]1[S:34]([NH2:37])(=[O:36])=[O:35]. Product: [C:25]([O:24][C:22](=[O:23])[CH2:21][O:20][C:10]1[C:9](=[O:8])[C:18]2[C:13]([C:12](=[N:37][S:34]([C:30]3[S:29][CH:33]=[CH:32][CH:31]=3)(=[O:36])=[O:35])[CH:11]=1)=[CH:14][CH:15]=[CH:16][CH:17]=2)([CH3:28])([CH3:27])[CH3:26]. The catalyst class is: 388. (3) The catalyst class is: 70. Reactant: [CH3:1][C:2]1[CH:7]=[CH:6][C:5]([S:8]([O:11][CH2:12][C@H:13]2[CH2:22][CH2:21][C:20]3[C:15](=[C:16](OS(C(F)(F)F)(=O)=O)[CH:17]=[CH:18][CH:19]=3)[O:14]2)(=[O:10])=[O:9])=[CH:4][CH:3]=1.[Cl:31][C:32]1[CH:37]=[CH:36][CH:35]=[CH:34][C:33]=1B(O)O.C(=O)([O-])[O-].[K+].[K+].[Cl-].[Li+]. Product: [CH3:1][C:2]1[CH:3]=[CH:4][C:5]([S:8]([O:11][CH2:12][C@H:13]2[CH2:22][CH2:21][C:20]3[C:15](=[C:16]([C:33]4[CH:34]=[CH:35][CH:36]=[CH:37][C:32]=4[Cl:31])[CH:17]=[CH:18][CH:19]=3)[O:14]2)(=[O:9])=[O:10])=[CH:6][CH:7]=1. (4) Reactant: [NH2:1][C:2]1[S:3][C:4]([I:14])=[C:5]([C:7]([F:13])([F:12])[C:8]([F:11])([F:10])[F:9])[N:6]=1.[F:15][C:16]([F:31])([F:30])[C:17]1[CH:18]=[C:19]([CH:23]=[C:24]([C:26]([F:29])([F:28])[F:27])[CH:25]=1)[C:20](Cl)=[O:21].Cl. Product: [I:14][C:4]1[S:3][C:2]([NH:1][C:20](=[O:21])[C:19]2[CH:23]=[C:24]([C:26]([F:27])([F:28])[F:29])[CH:25]=[C:17]([C:16]([F:15])([F:30])[F:31])[CH:18]=2)=[N:6][C:5]=1[C:7]([F:13])([F:12])[C:8]([F:9])([F:10])[F:11]. The catalyst class is: 17. (5) Reactant: [CH:1]([C:3]1[S:7][C:6]([C:8]([OH:10])=[O:9])=[CH:5][CH:4]=1)=[O:2].[C:11](OC(OC(O[C:11]([CH3:14])([CH3:13])[CH3:12])=O)=O)([CH3:14])([CH3:13])[CH3:12].C1COCC1.C([O-])(O)=O.[Na+]. Product: [CH:1]([C:3]1[S:7][C:6]([C:8]([O:10][C:11]([CH3:14])([CH3:13])[CH3:12])=[O:9])=[CH:5][CH:4]=1)=[O:2]. The catalyst class is: 238.